This data is from Catalyst prediction with 721,799 reactions and 888 catalyst types from USPTO. The task is: Predict which catalyst facilitates the given reaction. (1) Reactant: C(=O)([O-])[O-].[K+].[K+].C(O)C.Cl.C(O[C:14](=[NH:21])[CH2:15][C:16]([O:18][CH2:19][CH3:20])=[O:17])C.CC1C=C(C)C=C(C)C=1S([O-])(=O)=O.[NH2:35][N+:36]1[CH:41]=[CH:40][CH:39]=[C:38]([Cl:42])[CH:37]=1. Product: [NH2:21][C:14]1[C:15]([C:16]([O:18][CH2:19][CH3:20])=[O:17])=[C:41]2[CH:40]=[CH:39][C:38]([Cl:42])=[CH:37][N:36]2[N:35]=1. The catalyst class is: 13. (2) Reactant: [Cl:1][C:2]1[CH:3]=[N+:4]([O-])[CH:5]=[C:6]([C:8]2[CH:13]=[CH:12][CH:11]=[C:10]([F:14])[C:9]=2[C:15]2[N:16]=[N:17][N:18]([CH3:20])[N:19]=2)[CH:7]=1.[CH2:22]([N:24](CC)CC)C.C[Si](C#N)(C)C. Product: [Cl:1][C:2]1[C:3]([C:22]#[N:24])=[N:4][CH:5]=[C:6]([C:8]2[CH:13]=[CH:12][CH:11]=[C:10]([F:14])[C:9]=2[C:15]2[N:16]=[N:17][N:18]([CH3:20])[N:19]=2)[CH:7]=1. The catalyst class is: 3. (3) Reactant: C1C=C(Cl)C=C(C(OO)=[O:9])C=1.[CH3:12][Si:13]([CH3:24])([CH3:23])[C:14]1[O:22][C:21]2[C:16](=[N:17][CH:18]=[CH:19][CH:20]=2)[CH:15]=1. Product: [CH3:12][Si:13]([CH3:24])([CH3:23])[C:14]1[O:22][C:21]2[C:16](=[N+:17]([O-:9])[CH:18]=[CH:19][CH:20]=2)[CH:15]=1. The catalyst class is: 2. (4) The catalyst class is: 46. Reactant: [CH2:1]([C:5]1[N:6]=[C:7]([CH3:42])[N:8]([C:36]2[CH:41]=[CH:40][CH:39]=[CH:38][N:37]=2)[C:9](=[O:35])[C:10]=1[CH2:11][C:12]1[CH:28]=[C:27]([CH2:29][CH2:30][CH3:31])[C:15]([O:16][CH:17]([C:21]2[CH:26]=[CH:25][CH:24]=[CH:23][CH:22]=2)[C:18](O)=[O:19])=[C:14]([CH2:32][CH2:33][CH3:34])[CH:13]=1)[CH2:2][CH2:3][CH3:4].O.O[N:45]1C2C=CC=CC=2N=N1.Cl.C(N=C=NCCCN(C)C)C.N. Product: [CH2:1]([C:5]1[N:6]=[C:7]([CH3:42])[N:8]([C:36]2[CH:41]=[CH:40][CH:39]=[CH:38][N:37]=2)[C:9](=[O:35])[C:10]=1[CH2:11][C:12]1[CH:28]=[C:27]([CH2:29][CH2:30][CH3:31])[C:15]([O:16][CH:17]([C:21]2[CH:22]=[CH:23][CH:24]=[CH:25][CH:26]=2)[C:18]([NH2:45])=[O:19])=[C:14]([CH2:32][CH2:33][CH3:34])[CH:13]=1)[CH2:2][CH2:3][CH3:4]. (5) Reactant: [Br:1][C:2]1[CH:3]=[CH:4][C:5]([O:10][CH2:11][CH:12]([OH:15])[CH2:13][Cl:14])=[C:6]([CH:9]=1)C=O.ClC1C=C(C=CC=1)[C:20]([O:22]O)=[O:21]. Product: [CH:20]([O:22][C:6]1[CH:9]=[C:2]([Br:1])[CH:3]=[CH:4][C:5]=1[O:10][CH2:11][CH:12]([OH:15])[CH2:13][Cl:14])=[O:21]. The catalyst class is: 2. (6) Reactant: [C:1]([O:5][C:6]([N:8]1[C@@H:12]([CH2:13][C:14]2[N:15]=[C:16]([CH3:19])[S:17][CH:18]=2)[C@@H:11]([CH2:20][O:21][Si](C(C)(C)C)(C)C)[O:10][C:9]1([CH3:30])[CH3:29])=[O:7])([CH3:4])([CH3:3])[CH3:2].[OH:21][CH2:20][C@H:11]1[O:10][C:9]([CH3:30])([CH3:29])[N:8]([C:6]([O:5][C:1]([CH3:3])([CH3:4])[CH3:2])=[O:7])[C@H:12]1[CH2:13][C:14]1[N:15]=[C:16]([CH3:19])[S:17][CH:18]=1.CCCC[N+](CCCC)(CCCC)CCCC.[F-]. Product: [OH:21][CH2:20][C@H:11]1[O:10][C:9]([CH3:30])([CH3:29])[N:8]([C:6]([O:5][C:1]([CH3:2])([CH3:3])[CH3:4])=[O:7])[C@H:12]1[CH2:13][C:14]1[N:15]=[C:16]([CH3:19])[S:17][CH:18]=1. The catalyst class is: 1.